The task is: Regression. Given two drug SMILES strings and cell line genomic features, predict the synergy score measuring deviation from expected non-interaction effect.. This data is from NCI-60 drug combinations with 297,098 pairs across 59 cell lines. Drug 1: CCCS(=O)(=O)NC1=C(C(=C(C=C1)F)C(=O)C2=CNC3=C2C=C(C=N3)C4=CC=C(C=C4)Cl)F. Drug 2: CC1C(C(CC(O1)OC2CC(OC(C2O)C)OC3=CC4=CC5=C(C(=O)C(C(C5)C(C(=O)C(C(C)O)O)OC)OC6CC(C(C(O6)C)O)OC7CC(C(C(O7)C)O)OC8CC(C(C(O8)C)O)(C)O)C(=C4C(=C3C)O)O)O)O. Cell line: COLO 205. Synergy scores: CSS=69.8, Synergy_ZIP=25.3, Synergy_Bliss=25.5, Synergy_Loewe=21.6, Synergy_HSA=23.5.